Dataset: Forward reaction prediction with 1.9M reactions from USPTO patents (1976-2016). Task: Predict the product of the given reaction. (1) Given the reactants Cl[CH2:2][C:3]([NH:5][C:6]1[CH:14]=[N:13][CH:12]=[CH:11][C:7]=1[C:8]([NH2:10])=[O:9])=O.[OH:15][C:16]1[CH:17]=[C:18]([CH:23]=[CH:24][CH:25]=1)[C:19]([O:21][CH3:22])=[O:20], predict the reaction product. The product is: [O:9]=[C:8]1[NH:10][C:3]([CH2:2][O:15][C:16]2[CH:17]=[C:18]([CH:23]=[CH:24][CH:25]=2)[C:19]([O:21][CH3:22])=[O:20])=[N:5][C:6]2[CH:14]=[N:13][CH:12]=[CH:11][C:7]1=2. (2) Given the reactants [N:1]1[CH:6]=[CH:5][CH:4]=[C:3]([CH2:7][C:8]([OH:10])=O)[CH:2]=1.[P:11]([OH:14])([OH:13])[OH:12].P(Cl)(Cl)Cl, predict the reaction product. The product is: [CH:5]1[CH:6]=[N:1][CH:2]=[C:3]([CH2:7][C:8]([P:11]([OH:14])([OH:13])=[O:12])([P:11]([OH:14])([OH:13])=[O:12])[OH:10])[CH:4]=1. (3) The product is: [CH2:48]([N:52]([CH2:92][CH2:93][CH2:94][CH3:95])[C:53]([C:55]1[N:56]=[C:57]([C:68]2[CH:77]=[CH:76][C:71]([C:72]([OH:74])=[O:73])=[CH:70][C:69]=2[C:78]([N:80]2[C@H:89]([CH2:90][OH:91])[CH2:88][C:87]3[C:82](=[CH:83][CH:84]=[CH:85][CH:86]=3)[CH2:81]2)=[O:79])[N:58]([CH2:60][CH2:61][N:62]2[CH2:67][CH2:66][O:65][CH2:64][CH2:63]2)[CH:59]=1)=[O:54])[CH2:49][CH2:50][CH3:51]. Given the reactants C(N(CCCC)C(C1N=C(C2C=CC(C(O)=O)=CC=2C(N2[C@H](CO)CC3C(=CC=CC=3)C2)=O)N(CCC2C=CC=CC=2)C=1)=O)CCC.[CH2:48]([N:52]([CH2:92][CH2:93][CH2:94][CH3:95])[C:53]([C:55]1[N:56]=[C:57]([C:68]2[CH:77]=[CH:76][C:71]([C:72]([O:74]C)=[O:73])=[CH:70][C:69]=2[C:78]([N:80]2[C@H:89]([CH2:90][OH:91])[CH2:88][C:87]3[C:82](=[CH:83][CH:84]=[CH:85][CH:86]=3)[CH2:81]2)=[O:79])[N:58]([CH2:60][CH2:61][N:62]2[CH2:67][CH2:66][O:65][CH2:64][CH2:63]2)[CH:59]=1)=[O:54])[CH2:49][CH2:50][CH3:51], predict the reaction product. (4) Given the reactants [Cl:1][C:2]1[CH:3]=[C:4]([CH2:8][CH2:9][NH2:10])[CH:5]=[N:6][CH:7]=1.[C:11](O[C:11]([O:13][C:14]([CH3:17])([CH3:16])[CH3:15])=[O:12])([O:13][C:14]([CH3:17])([CH3:16])[CH3:15])=[O:12], predict the reaction product. The product is: [Cl:1][C:2]1[CH:3]=[C:4]([CH2:8][CH2:9][NH:10][C:11](=[O:12])[O:13][C:14]([CH3:17])([CH3:16])[CH3:15])[CH:5]=[N:6][CH:7]=1. (5) Given the reactants O.[OH-].[Li+].[NH2:4][C:5]1[S:6][CH:7]=[C:8]([C:10]2[CH:15]=[CH:14][C:13]([C:16]3([C:19]([O:21]C)=[O:20])[CH2:18][CH2:17]3)=[CH:12][CH:11]=2)[N:9]=1, predict the reaction product. The product is: [NH2:4][C:5]1[S:6][CH:7]=[C:8]([C:10]2[CH:11]=[CH:12][C:13]([C:16]3([C:19]([OH:21])=[O:20])[CH2:18][CH2:17]3)=[CH:14][CH:15]=2)[N:9]=1. (6) Given the reactants [C:9](O[C:9]([O:11][C:12]([CH3:15])([CH3:14])[CH3:13])=[O:10])([O:11][C:12]([CH3:15])([CH3:14])[CH3:13])=[O:10].[CH2:16]([O:23][C:24]([NH:26][C@H:27]1[CH2:31][CH2:30][NH:29][CH2:28]1)=[O:25])[C:17]1[CH:22]=[CH:21][CH:20]=[CH:19][CH:18]=1, predict the reaction product. The product is: [CH2:16]([O:23][C:24]([NH:26][C@H:27]1[CH2:31][CH2:30][N:29]([C:9]([O:11][C:12]([CH3:13])([CH3:14])[CH3:15])=[O:10])[CH2:28]1)=[O:25])[C:17]1[CH:18]=[CH:19][CH:20]=[CH:21][CH:22]=1.